From a dataset of Catalyst prediction with 721,799 reactions and 888 catalyst types from USPTO. Predict which catalyst facilitates the given reaction. (1) Reactant: [CH2:1]([N:8]1[CH:12]=[CH:11][CH:10]=[N:9]1)[C:2]1[CH:7]=[CH:6][CH:5]=[CH:4][CH:3]=1.C([Li])CCC.Cl[CH2:19][CH:20]([O:23][CH3:24])[O:21][CH3:22]. Product: [O:21]([C:20]1([O:23][CH3:24])[CH:3]=[CH:4][CH:5]=[C:6]([CH2:7][CH2:2][CH2:1][N:8]2[CH:12]=[CH:11][CH:10]=[N:9]2)[CH2:19]1)[CH3:22]. The catalyst class is: 7. (2) Reactant: N#N.[C:3]([Si:7]([CH3:19])([CH3:18])[O:8][CH:9]([C:11]1[O:12][C:13]([CH2:16][OH:17])=[CH:14][N:15]=1)[CH3:10])([CH3:6])([CH3:5])[CH3:4].CCN(CC)CC.[S:27]([Cl:31])([CH3:30])(=[O:29])=[O:28]. Product: [C:3]([Si:7]([CH3:19])([CH3:18])[O:8][CH:9]([C:11]1[O:12][C:13]([CH2:16][Cl:31])=[CH:14][N:15]=1)[CH3:10])([CH3:6])([CH3:5])[CH3:4].[C:3]([Si:7]([CH3:19])([CH3:18])[O:8][CH:9]([C:11]1[O:12][C:13]([CH2:16][O:17][S:27]([CH3:30])(=[O:29])=[O:28])=[CH:14][N:15]=1)[CH3:10])([CH3:5])([CH3:4])[CH3:6]. The catalyst class is: 64. (3) Product: [C:31]([C:26]1[CH:27]=[C:28]2[C:23](=[CH:24][CH:25]=1)[CH2:22][CH:21]([N:20]1[CH2:5][CH2:4][N:7]([C:8]([O:10][C:11]([CH3:12])([CH3:13])[CH3:14])=[O:9])[CH2:15][C:16]1=[O:18])[CH2:30][CH2:29]2)#[N:32]. The catalyst class is: 2. Reactant: O=[O+][O-].[CH2:4]([N:7]([CH2:15][C:16]([O:18]C)=O)[C:8]([O:10][C:11]([CH3:14])([CH3:13])[CH3:12])=[O:9])[CH:5]=C.[NH2:20][CH:21]1[CH2:30][CH2:29][C:28]2[CH:27]=[C:26]([C:31]#[N:32])[CH:25]=[CH:24][C:23]=2[CH2:22]1.C(O[BH-](OC(=O)C)OC(=O)C)(=O)C.[Na+]. (4) Reactant: [Cl:1][C:2]1[CH:3]=[C:4]([N:8]2[CH:12]=[C:11]([NH:13]C(=O)C3C=CC=CC=3)[CH:10]=[N:9]2)[CH:5]=[CH:6][CH:7]=1.S(=O)(=O)(O)O.[OH-].[Na+]. Product: [Cl:1][C:2]1[CH:3]=[C:4]([N:8]2[CH:12]=[C:11]([NH2:13])[CH:10]=[N:9]2)[CH:5]=[CH:6][CH:7]=1. The catalyst class is: 6.